Binary Classification. Given a drug SMILES string, predict its activity (active/inactive) in a high-throughput screening assay against a specified biological target. From a dataset of Choline transporter screen with 302,306 compounds. (1) The drug is Clc1n(nc(c1/C=N\NC(=O)c1cccnc1)C)c1cc(Cl)ccc1. The result is 0 (inactive). (2) The molecule is BrC(C(C)C)C(=O)NNC(=O)c1oc(OCC)cn1. The result is 0 (inactive). (3) The compound is Clc1c(c2ncc(c(N3CCN(CC3)CC)c2cc1)C(OCC)=O)C. The result is 1 (active). (4) The result is 0 (inactive). The compound is Fc1ccc(NC(=O)NC2CCN(CC2)Cc2ccccc2)cc1. (5) The molecule is S(=O)(=O)(Nc1ccc(C(=O)N(Cc2ccc(F)cc2)C)cc1)c1ccccc1. The result is 0 (inactive).